Dataset: Full USPTO retrosynthesis dataset with 1.9M reactions from patents (1976-2016). Task: Predict the reactants needed to synthesize the given product. (1) Given the product [F:12][C:6]1[CH:7]=[C:8]([CH:9]=[CH:10][C:5]=1[O:4][CH:1]([CH3:3])[CH3:2])[C:18]([OH:20])=[O:19], predict the reactants needed to synthesize it. The reactants are: [CH:1]([O:4][C:5]1[CH:10]=[CH:9][C:8](Br)=[CH:7][C:6]=1[F:12])([CH3:3])[CH3:2].C([Li])CCC.[C:18](=[O:20])=[O:19]. (2) Given the product [NH2:9][C:8]1[CH:7]=[CH:6][N:5]=[CH:4][C:3]=1[CH:1]=[O:2], predict the reactants needed to synthesize it. The reactants are: [CH:1]([C:3]1[CH:4]=[N:5][CH:6]=[CH:7][C:8]=1[NH:9]C(=O)C(C)(C)C)=[O:2]. (3) Given the product [ClH:1].[Cl:1][C:2]1[C:3]([C:21]2[CH:26]=[N:25][C:24]([C:27]([F:30])([F:28])[F:29])=[N:23][CH:22]=2)=[CH:4][C:5]([CH2:8][NH:9][C:10]([C@@H:12]2[CH2:16][C@@H:15]([F:17])[CH2:14][NH:13]2)=[O:11])=[N:6][CH:7]=1, predict the reactants needed to synthesize it. The reactants are: [Cl:1][C:2]1[C:3]([C:21]2[CH:22]=[N:23][C:24]([C:27]([F:30])([F:29])[F:28])=[N:25][CH:26]=2)=[CH:4][C:5]([CH2:8][NH:9][C:10]([C@@H:12]2[CH2:16][C@@H:15]([F:17])[CH2:14][N:13]2C([O-])=O)=[O:11])=[N:6][CH:7]=1.Cl. (4) Given the product [Cl:1][C:2]1[CH:7]=[C:6]2[C:5](=[CH:4][CH:3]=1)[N:8]([CH2:10][CH2:11][CH:12]1[CH2:16][CH2:15][C:14]([CH3:18])([CH3:17])[CH2:13]1)[CH:21]=[C:22]2[CH2:23][CH2:24][NH:25][CH3:26], predict the reactants needed to synthesize it. The reactants are: [Cl:1][C:2]1[CH:7]=[CH:6][C:5]([N:8]([CH2:10][CH2:11][CH:12]2[CH2:16][CH2:15][C:14]([CH3:18])([CH3:17])[CH2:13]2)N)=[CH:4][CH:3]=1.CO[CH:21](OC)[CH2:22][CH2:23][CH2:24][NH:25][CH3:26]. (5) Given the product [C:1]([N:9]1[CH2:22][CH2:21][C:20]2[C:19]3[CH:18]=[CH:17][CH:16]=[CH:15][C:14]=3[N:13]([CH2:31][CH2:30][C:29]([O:33][CH2:34][CH3:35])=[O:32])[C:12]=2[CH2:11][CH2:10]1)(=[O:8])[C:2]1[CH:3]=[CH:4][CH:5]=[CH:6][CH:7]=1, predict the reactants needed to synthesize it. The reactants are: [C:1]([N:9]1[CH2:22][CH2:21][C:20]2[C:19]3[CH:18]=[CH:17][CH:16]=[CH:15][C:14]=3[NH:13][C:12]=2[CH2:11][CH2:10]1)(=[O:8])[C:2]1[CH:7]=[CH:6][CH:5]=[CH:4][CH:3]=1.C(=O)([O-])[O-].[Cs+].[Cs+].[C:29]([O:33][CH2:34][CH3:35])(=[O:32])[CH:30]=[CH2:31].